Dataset: Drug-target binding data from BindingDB using Ki measurements. Task: Regression. Given a target protein amino acid sequence and a drug SMILES string, predict the binding affinity score between them. We predict pKi (pKi = -log10(Ki in M); higher means stronger inhibition). Dataset: bindingdb_ki. The drug is CCc1c(C(=O)NN2CCCCC2)nn(-c2ccc(Cl)cc2Cl)c1-c1ccc(Br)cc1. The target protein sequence is MSDGITGALRNAASVVAPDAIRRRFGAKFAVAFIVVLVVIAGAGVFAFQSTETTVEHQTTRQLAESNQLEADAIGAWMEQQRTHARSVSQDEALRDDRRAAPYILLKDQLLPADVVSMHLVNETRGTVVASTELAIEGRSLAELDAPWTTAAVPEGPGNDSAVWATEQSYRSPVLNDEPVMAFASSVPKREGAHLVVVTRIQPQVDRLSDANSTRRTTILNTGDEPVLDSNSRFDAGALTDSIAAVRNDTTAATTTVSNGRVYALSATPHTDWVTVTSVDTGEAFAVRDTVGQTVTVLVVLAVISLAIVGIALGRHTVTPLKRLRNRAQDIESGTFDVDLSTRRIDEVGRLYGSFDDMRVSLQDRIQEAEAAVEEANAAKAEAEELRTDAEDAQAEAERAKATAEAASERLQERAADYSEVMQAVADGDLTERLDEDADEEAMRAVATEFNAMLDGLEATIAQVAGFADEVADETLQVATGAEEIETTSQTVSERIQEIA.... The pKi is 6.0.